This data is from Catalyst prediction with 721,799 reactions and 888 catalyst types from USPTO. The task is: Predict which catalyst facilitates the given reaction. (1) Reactant: [CH3:1][O:2][CH2:3][O:4][C:5]1[C:6](B(O)O)=[CH:7][C:8]([CH3:11])=[N:9][CH:10]=1.S(OOS([O-])(=O)=O)([O-])(=O)=[O:16].[Na+].[Na+]. Product: [CH3:1][O:2][CH2:3][O:4][C:5]1[C:6](=[O:16])[CH:7]=[C:8]([CH3:11])[NH:9][CH:10]=1. The catalyst class is: 7. (2) Product: [Cl:24][C:12]1[CH:13]=[C:14]2[C:9](=[C:10]([N:25]([CH3:27])[CH3:26])[CH:11]=1)[N:8]=[C:7]([N:28]([CH3:29])[CH3:30])[C:6]([C:4]([OH:5])=[O:3])=[C:15]2[CH2:16][C:17]1[CH:22]=[CH:21][CH:20]=[CH:19][C:18]=1[Cl:23]. The catalyst class is: 8. Reactant: C([O:3][C:4]([C:6]1[C:7]([N:28]([CH3:30])[CH3:29])=[N:8][C:9]2[C:14]([C:15]=1[CH2:16][C:17]1[CH:22]=[CH:21][CH:20]=[CH:19][C:18]=1[Cl:23])=[CH:13][C:12]([Cl:24])=[CH:11][C:10]=2[N:25]([CH3:27])[CH3:26])=[O:5])C.[OH-].[Na+].